The task is: Regression. Given two drug SMILES strings and cell line genomic features, predict the synergy score measuring deviation from expected non-interaction effect.. This data is from NCI-60 drug combinations with 297,098 pairs across 59 cell lines. (1) Drug 1: CCC1=CC2CC(C3=C(CN(C2)C1)C4=CC=CC=C4N3)(C5=C(C=C6C(=C5)C78CCN9C7C(C=CC9)(C(C(C8N6C)(C(=O)OC)O)OC(=O)C)CC)OC)C(=O)OC.C(C(C(=O)O)O)(C(=O)O)O. Drug 2: CC1=C(C(CCC1)(C)C)C=CC(=CC=CC(=CC(=O)O)C)C. Cell line: SNB-75. Synergy scores: CSS=36.5, Synergy_ZIP=-6.00, Synergy_Bliss=-1.39, Synergy_Loewe=0.808, Synergy_HSA=0.745. (2) Drug 1: C1CCN(CC1)CCOC2=CC=C(C=C2)C(=O)C3=C(SC4=C3C=CC(=C4)O)C5=CC=C(C=C5)O. Drug 2: CCC1(CC2CC(C3=C(CCN(C2)C1)C4=CC=CC=C4N3)(C5=C(C=C6C(=C5)C78CCN9C7C(C=CC9)(C(C(C8N6C=O)(C(=O)OC)O)OC(=O)C)CC)OC)C(=O)OC)O.OS(=O)(=O)O. Cell line: ACHN. Synergy scores: CSS=15.7, Synergy_ZIP=-3.09, Synergy_Bliss=2.31, Synergy_Loewe=-60.8, Synergy_HSA=1.52. (3) Drug 1: CC1C(C(=O)NC(C(=O)N2CCCC2C(=O)N(CC(=O)N(C(C(=O)O1)C(C)C)C)C)C(C)C)NC(=O)C3=C4C(=C(C=C3)C)OC5=C(C(=O)C(=C(C5=N4)C(=O)NC6C(OC(=O)C(N(C(=O)CN(C(=O)C7CCCN7C(=O)C(NC6=O)C(C)C)C)C)C(C)C)C)N)C. Drug 2: C1CN(CCN1C(=O)CCBr)C(=O)CCBr. Cell line: UACC-257. Synergy scores: CSS=20.3, Synergy_ZIP=-5.95, Synergy_Bliss=-3.41, Synergy_Loewe=-1.71, Synergy_HSA=-0.0623. (4) Drug 1: CCC1(CC2CC(C3=C(CCN(C2)C1)C4=CC=CC=C4N3)(C5=C(C=C6C(=C5)C78CCN9C7C(C=CC9)(C(C(C8N6C=O)(C(=O)OC)O)OC(=O)C)CC)OC)C(=O)OC)O.OS(=O)(=O)O. Drug 2: CC12CCC3C(C1CCC2OP(=O)(O)O)CCC4=C3C=CC(=C4)OC(=O)N(CCCl)CCCl.[Na+]. Cell line: SR. Synergy scores: CSS=66.4, Synergy_ZIP=21.3, Synergy_Bliss=20.7, Synergy_Loewe=18.6, Synergy_HSA=22.4. (5) Drug 1: COC1=NC(=NC2=C1N=CN2C3C(C(C(O3)CO)O)O)N. Drug 2: CC1CCCC2(C(O2)CC(NC(=O)CC(C(C(=O)C(C1O)C)(C)C)O)C(=CC3=CSC(=N3)C)C)C. Cell line: BT-549. Synergy scores: CSS=49.1, Synergy_ZIP=2.59, Synergy_Bliss=0.784, Synergy_Loewe=-29.0, Synergy_HSA=1.54. (6) Drug 1: CCC1(CC2CC(C3=C(CCN(C2)C1)C4=CC=CC=C4N3)(C5=C(C=C6C(=C5)C78CCN9C7C(C=CC9)(C(C(C8N6C=O)(C(=O)OC)O)OC(=O)C)CC)OC)C(=O)OC)O.OS(=O)(=O)O. Drug 2: C1C(C(OC1N2C=NC3=C(N=C(N=C32)Cl)N)CO)O. Cell line: NCI/ADR-RES. Synergy scores: CSS=43.0, Synergy_ZIP=0.333, Synergy_Bliss=-1.16, Synergy_Loewe=-8.42, Synergy_HSA=0.348. (7) Drug 1: CC(C1=C(C=CC(=C1Cl)F)Cl)OC2=C(N=CC(=C2)C3=CN(N=C3)C4CCNCC4)N. Drug 2: C1=CN(C(=O)N=C1N)C2C(C(C(O2)CO)O)O.Cl. Cell line: OVCAR-4. Synergy scores: CSS=0.457, Synergy_ZIP=-0.0199, Synergy_Bliss=0.742, Synergy_Loewe=-1.17, Synergy_HSA=-0.596.